Dataset: NCI-60 drug combinations with 297,098 pairs across 59 cell lines. Task: Regression. Given two drug SMILES strings and cell line genomic features, predict the synergy score measuring deviation from expected non-interaction effect. (1) Drug 1: C1=C(C(=O)NC(=O)N1)N(CCCl)CCCl. Drug 2: C1=CC(=CC=C1C#N)C(C2=CC=C(C=C2)C#N)N3C=NC=N3. Cell line: T-47D. Synergy scores: CSS=10.6, Synergy_ZIP=-7.39, Synergy_Bliss=-0.523, Synergy_Loewe=-4.46, Synergy_HSA=-0.927. (2) Drug 1: C1CN1P(=S)(N2CC2)N3CC3. Drug 2: C1C(C(OC1N2C=NC3=C2NC=NCC3O)CO)O. Cell line: OVCAR3. Synergy scores: CSS=8.87, Synergy_ZIP=-1.49, Synergy_Bliss=2.18, Synergy_Loewe=-1.85, Synergy_HSA=-1.78.